Dataset: Peptide-MHC class II binding affinity with 134,281 pairs from IEDB. Task: Regression. Given a peptide amino acid sequence and an MHC pseudo amino acid sequence, predict their binding affinity value. This is MHC class II binding data. (1) The peptide sequence is ALSAEYAAVAQELSV. The MHC is DRB5_0101 with pseudo-sequence DRB5_0101. The binding affinity (normalized) is 0.313. (2) The peptide sequence is TWTSIPTLAAQFPFN. The MHC is DRB1_0401 with pseudo-sequence DRB1_0401. The binding affinity (normalized) is 0.918. (3) The peptide sequence is GAMAKKGQEDKLRKA. The MHC is DRB5_0101 with pseudo-sequence DRB5_0101. The binding affinity (normalized) is 0.386. (4) The peptide sequence is GTLVKTITNDQIEVT. The MHC is DRB1_0901 with pseudo-sequence DRB1_0901. The binding affinity (normalized) is 0.223. (5) The peptide sequence is IEVNPPFGDSYIIVG. The MHC is DRB1_0405 with pseudo-sequence DRB1_0405. The binding affinity (normalized) is 0.0918. (6) The peptide sequence is LVGPTPVNIIGRNLLTQLGC. The MHC is HLA-DQA10401-DQB10402 with pseudo-sequence HLA-DQA10401-DQB10402. The binding affinity (normalized) is 0. (7) The peptide sequence is WSKDIYNYMEPYVSK. The MHC is DRB3_0101 with pseudo-sequence DRB3_0101. The binding affinity (normalized) is 0.418. (8) The peptide sequence is TSLMDKLREDLITPA. The MHC is DRB1_0101 with pseudo-sequence DRB1_0101. The binding affinity (normalized) is 0.0681. (9) The peptide sequence is SSCEVALSYYPTPLA. The MHC is DRB1_1001 with pseudo-sequence DRB1_1001. The binding affinity (normalized) is 0.583. (10) The peptide sequence is PVSPGEMRLRDDQRK. The MHC is DRB1_0301 with pseudo-sequence DRB1_0301. The binding affinity (normalized) is 0.455.